The task is: Predict which catalyst facilitates the given reaction.. This data is from Catalyst prediction with 721,799 reactions and 888 catalyst types from USPTO. Reactant: [OH:1][CH2:2][CH:3]1[CH2:8][CH2:7][N:6]([C:9]([O:11][C:12]([CH3:15])([CH3:14])[CH3:13])=[O:10])[CH2:5][CH2:4]1.[S:16](Cl)([C:19]1[CH:25]=[CH:24][C:22]([CH3:23])=[CH:21][CH:20]=1)(=[O:18])=[O:17]. Product: [CH3:23][C:22]1[CH:24]=[CH:25][C:19]([S:16]([O:1][CH2:2][CH:3]2[CH2:8][CH2:7][N:6]([C:9]([O:11][C:12]([CH3:15])([CH3:14])[CH3:13])=[O:10])[CH2:5][CH2:4]2)(=[O:18])=[O:17])=[CH:20][CH:21]=1. The catalyst class is: 17.